This data is from Catalyst prediction with 721,799 reactions and 888 catalyst types from USPTO. The task is: Predict which catalyst facilitates the given reaction. (1) Product: [C:26]([NH:29][CH:30]([CH3:31])[C:32]([N:2]([CH3:1])[CH:3]1[CH2:16][C:15]2[C:6]([CH3:25])([CH:7]3[CH:12]([CH2:13][CH:14]=2)[CH:11]2[CH2:17][CH2:18][CH:19]4[CH:20]([CH3:24])[N:21]([CH3:23])[CH2:22][C:10]24[CH2:9][CH2:8]3)[CH2:5][CH2:4]1)=[O:34])(=[O:28])[CH3:27]. The catalyst class is: 266. Reactant: [CH3:1][NH:2][CH:3]1[CH2:16][C:15]2[C:6]([CH3:25])([CH:7]3[CH:12]([CH2:13][CH:14]=2)[CH:11]2[CH2:17][CH2:18][CH:19]4[CH:20]([CH3:24])[N:21]([CH3:23])[CH2:22][C:10]24[CH2:9][CH2:8]3)[CH2:5][CH2:4]1.[C:26]([NH:29][C@@H:30]([C:32]([OH:34])=O)[CH3:31])(=[O:28])[CH3:27].Cl.CN(C)CCCN=C=NCC.ON1C2C=CC=CC=2N=N1. (2) Product: [C:13]([O:16][C:17]([N:8]1[CH2:7][CH2:6][C:5]2[C:10](=[CH:11][C:2]([Br:1])=[CH:3][CH:4]=2)[CH2:9]1)=[O:18])([CH3:15])([CH3:14])[CH3:12]. Reactant: [Br:1][C:2]1[CH:11]=[C:10]2[C:5]([CH2:6][CH2:7][NH:8][CH2:9]2)=[CH:4][CH:3]=1.[CH3:12][C:13]([O:16][C:17](O[C:17]([O:16][C:13]([CH3:15])([CH3:14])[CH3:12])=[O:18])=[O:18])([CH3:15])[CH3:14]. The catalyst class is: 64. (3) Reactant: C[O:2][C:3]1[CH:8]=[C:7]([S:9]([C:12]2[CH:17]=[CH:16][CH:15]=[C:14]([O:18][C:19]([F:22])([F:21])[F:20])[CH:13]=2)(=[O:11])=[O:10])[CH:6]=[C:5]([N+:23]([O-:25])=[O:24])[CH:4]=1.B(Br)(Br)Br. Product: [N+:23]([C:5]1[CH:4]=[C:3]([OH:2])[CH:8]=[C:7]([S:9]([C:12]2[CH:17]=[CH:16][CH:15]=[C:14]([O:18][C:19]([F:22])([F:20])[F:21])[CH:13]=2)(=[O:10])=[O:11])[CH:6]=1)([O-:25])=[O:24]. The catalyst class is: 2.